From a dataset of Reaction yield outcomes from USPTO patents with 853,638 reactions. Predict the reaction yield, written as a fraction of the theoretical maximum amount of product (1.0 means a 100% yield; for example, 0.34 means a 34% yield). (1) The yield is 0.770. No catalyst specified. The reactants are [Br:1][C:2]1[N:3]=[C:4]([C:7](=[N:15][NH2:16])[NH:8][C@@H:9]([CH3:14])[C:10]([F:13])([F:12])[F:11])[S:5][CH:6]=1.[CH2:17](OC(OCC)OCC)C. The product is [Br:1][C:2]1[N:3]=[C:4]([C:7]2[N:8]([C@@H:9]([CH3:14])[C:10]([F:13])([F:11])[F:12])[CH:17]=[N:16][N:15]=2)[S:5][CH:6]=1. (2) The reactants are Br[C:2]1[CH:10]=[CH:9][CH:8]=[C:7]2[C:3]=1[C:4]1([C:34]3[C:25](=[CH:26][C:27]4[O:32][CH2:31][CH2:30][O:29][C:28]=4[CH:33]=3)[O:24][CH2:23]1)[C:5](=[O:22])[N:6]2[CH2:11][C:12]1[C:17]([C:18]([F:21])([F:20])[F:19])=[CH:16][CH:15]=[CH:14][N:13]=1.CC(C)([O-])C.[Na+].C1(P(C2C=CC=CC=2)C2C=CC3C(=CC=CC=3)C=2C2C3C(=CC=CC=3)C=CC=2P(C2C=CC=CC=2)C2C=CC=CC=2)C=CC=CC=1.[CH2:87]([NH2:94])[C:88]1[CH:93]=[CH:92][CH:91]=[CH:90][CH:89]=1. The catalyst is C1(C)C=CC=CC=1.C1C=CC(/C=C/C(/C=C/C2C=CC=CC=2)=O)=CC=1.C1C=CC(/C=C/C(/C=C/C2C=CC=CC=2)=O)=CC=1.C1C=CC(/C=C/C(/C=C/C2C=CC=CC=2)=O)=CC=1.[Pd].[Pd]. The product is [CH2:87]([NH:94][C:2]1[CH:10]=[CH:9][CH:8]=[C:7]2[C:3]=1[C:4]1([C:34]3[C:25](=[CH:26][C:27]4[O:32][CH2:31][CH2:30][O:29][C:28]=4[CH:33]=3)[O:24][CH2:23]1)[C:5](=[O:22])[N:6]2[CH2:11][C:12]1[C:17]([C:18]([F:21])([F:20])[F:19])=[CH:16][CH:15]=[CH:14][N:13]=1)[C:88]1[CH:93]=[CH:92][CH:91]=[CH:90][CH:89]=1. The yield is 0.310. (3) The reactants are [F:1][C:2]1[CH:7]=[CH:6][C:5]([CH:8]2[C:13]3=[N:14][NH:15][C:16](=[O:21])[C:17]4[CH:18]=[CH:19][CH:20]=[C:11]([C:12]=43)[NH:10][CH:9]2[C:22]2[CH:29]=[CH:28][C:25]([CH:26]=O)=[CH:24][CH:23]=2)=[CH:4][CH:3]=1.C(O)(=O)C.[NH:34]1[CH2:37][CH2:36][CH2:35]1.[BH-](OC(C)=O)(OC(C)=O)OC(C)=O.[Na+]. The catalyst is C(Cl)Cl. The product is [N:34]1([CH2:26][C:25]2[CH:24]=[CH:23][C:22]([CH:9]3[NH:10][C:11]4[C:12]5[C:13](=[N:14][NH:15][C:16](=[O:21])[C:17]=5[CH:18]=[CH:19][CH:20]=4)[CH:8]3[C:5]3[CH:4]=[CH:3][C:2]([F:1])=[CH:7][CH:6]=3)=[CH:29][CH:28]=2)[CH2:37][CH2:36][CH2:35]1. The yield is 0.490. (4) The reactants are [C:1]([O:5][C:6]([NH:8][CH2:9][CH2:10][N:11]([CH2:30][C:31]1[CH:36]=[CH:35][C:34]([Cl:37])=[CH:33][CH:32]=1)[C:12]([N:14]1[CH2:19][CH2:18][N:17](C(OCC2C=CC=CC=2)=O)[CH2:16][CH2:15]1)=[O:13])=[O:7])([CH3:4])([CH3:3])[CH3:2].[OH-].[K+].CO.O.[OH-].[K+].CO. The catalyst is O. The product is [Cl:37][C:34]1[CH:33]=[CH:32][C:31]([CH2:30][N:11]([CH2:10][CH2:9][NH:8][C:6](=[O:7])[O:5][C:1]([CH3:2])([CH3:3])[CH3:4])[C:12]([N:14]2[CH2:15][CH2:16][NH:17][CH2:18][CH2:19]2)=[O:13])=[CH:36][CH:35]=1. The yield is 0.890. (5) The reactants are Cl[C:2]1[CH:3]=[C:4]2[C:9](=[CH:10][C:11]=1[NH:12][CH2:13][CH:14]([CH3:16])[CH3:15])[O:8][CH:7]([C:17]([F:20])([F:19])[F:18])[C:6]([C:21]([O:23][CH2:24][CH3:25])=[O:22])=[CH:5]2.[CH3:26]B1OB(C)OB(C)O1.C([O-])([O-])=O.[Cs+].[Cs+].O. The catalyst is COCCOCCOC. The product is [CH2:13]([NH:12][C:11]1[CH:10]=[C:9]2[C:4]([CH:5]=[C:6]([C:21]([O:23][CH2:24][CH3:25])=[O:22])[CH:7]([C:17]([F:20])([F:19])[F:18])[O:8]2)=[CH:3][C:2]=1[CH3:26])[CH:14]([CH3:16])[CH3:15]. The yield is 0.250. (6) The reactants are [ClH:1].O1CCOCC1.[OH:8][C@H:9]1[C:13]2[N:14]=[CH:15][N:16]=[C:17]([N:18]3[CH2:23][CH2:22][N:21](C(OC(C)(C)C)=O)[CH2:20][CH2:19]3)[C:12]=2[C@H:11]([CH3:31])[CH2:10]1. The catalyst is O1CCOCC1. The product is [ClH:1].[ClH:1].[CH3:31][C@H:11]1[C:12]2[C:17]([N:18]3[CH2:19][CH2:20][NH:21][CH2:22][CH2:23]3)=[N:16][CH:15]=[N:14][C:13]=2[C@H:9]([OH:8])[CH2:10]1. The yield is 0.798. (7) The reactants are Cl[C:2]1[CH:3]=[CH:4][C:5]2[N:6]([C:8]([CH3:17])=[C:9]([C:11]3[CH:16]=[CH:15][CH:14]=[CH:13][CH:12]=3)[N:10]=2)[N:7]=1.[F:18][C:19]1[CH:31]=[CH:30][C:22]([CH2:23][N:24]2[CH2:29][CH2:28][NH:27][CH2:26][CH2:25]2)=[CH:21][CH:20]=1.C(N(CC)CC)C. The catalyst is C(#N)C. The product is [F:18][C:19]1[CH:31]=[CH:30][C:22]([CH2:23][N:24]2[CH2:29][CH2:28][N:27]([C:2]3[CH:3]=[CH:4][C:5]4[N:6]([C:8]([CH3:17])=[C:9]([C:11]5[CH:16]=[CH:15][CH:14]=[CH:13][CH:12]=5)[N:10]=4)[N:7]=3)[CH2:26][CH2:25]2)=[CH:21][CH:20]=1. The yield is 0.810.